This data is from Peptide-MHC class I binding affinity with 185,985 pairs from IEDB/IMGT. The task is: Regression. Given a peptide amino acid sequence and an MHC pseudo amino acid sequence, predict their binding affinity value. This is MHC class I binding data. (1) The peptide sequence is CTPLPAPNYKF. The MHC is Mamu-A01 with pseudo-sequence Mamu-A01. The binding affinity (normalized) is 0.973. (2) The peptide sequence is EYRKILRQR. The MHC is HLA-B18:01 with pseudo-sequence HLA-B18:01. The binding affinity (normalized) is 0.0448. (3) The peptide sequence is RQKLKDAEK. The MHC is HLA-A25:01 with pseudo-sequence HLA-A25:01. The binding affinity (normalized) is 0.0847. (4) The binding affinity (normalized) is 0.0742. The peptide sequence is AREIELEDK. The MHC is Mamu-B03 with pseudo-sequence Mamu-B03.